This data is from Reaction yield outcomes from USPTO patents with 853,638 reactions. The task is: Predict the reaction yield, written as a fraction of the theoretical maximum amount of product (1.0 means a 100% yield; for example, 0.34 means a 34% yield). (1) The reactants are [CH3:1][C:2]([C:7]1[NH:8][C:9]2[C:14]([CH:15]=1)=[CH:13][C:12]([N+:16]([O-:18])=[O:17])=[CH:11][CH:10]=2)([CH3:6])[C:3](O)=[O:4].C(Cl)CCl.C1C=CC2N(O)N=[N:29]C=2C=1.[Cl-].[NH4+]. The catalyst is C(#N)C.CCN(CC)CC.O. The product is [CH3:1][C:2]([C:7]1[NH:8][C:9]2[C:14]([CH:15]=1)=[CH:13][C:12]([N+:16]([O-:18])=[O:17])=[CH:11][CH:10]=2)([CH3:6])[C:3]([NH2:29])=[O:4]. The yield is 0.990. (2) The reactants are [CH3:1][O:2][C:3](=[O:17])[CH2:4][CH2:5][CH2:6][CH2:7][CH2:8][CH:9]1[C:13](=[O:14])[O:12]C(C)(C)[O:10]1. The catalyst is C(O)(=O)C. The product is [CH3:1][O:2][C:3](=[O:17])[CH2:4][CH2:5][CH2:6][CH2:7][CH2:8][CH:9]([OH:10])[C:13]([OH:14])=[O:12]. The yield is 0.980.